Dataset: Forward reaction prediction with 1.9M reactions from USPTO patents (1976-2016). Task: Predict the product of the given reaction. The product is: [C:10]1([NH:11][C:37]([C:30]2[N:29]=[C:28]([CH2:27][CH2:26][N:20]3[CH2:21][CH2:22][O:23][CH2:24][CH2:25]3)[N:32]3[CH:33]=[CH:34][CH:35]=[CH:36][C:31]=23)=[O:38])[C:4]2[C:5](=[CH:6][CH:1]=[CH:2][CH:3]=2)[CH:7]=[CH:8][CH:9]=1. Given the reactants [CH:1]1[CH:6]=[C:5]2[CH:7]=[CH:8][CH:9]=[C:10]([NH2:11])[C:4]2=[CH:3][CH:2]=1.C(N(CC)CC)C.Cl.[N:20]1([CH2:26][CH2:27][C:28]2[N:32]3[CH:33]=[CH:34][CH:35]=[CH:36][C:31]3=[C:30]([C:37](Cl)=[O:38])[N:29]=2)[CH2:25][CH2:24][O:23][CH2:22][CH2:21]1, predict the reaction product.